Dataset: Forward reaction prediction with 1.9M reactions from USPTO patents (1976-2016). Task: Predict the product of the given reaction. (1) Given the reactants [CH2:1]([C@H:4]([C@@H:6]1[CH2:11][CH2:10][O:9][C@H:8]([O:12][C@@H:13]([C:15]2[CH:20]=[C:19]([C:21]([F:24])([F:23])[F:22])[CH:18]=[C:17]([C:25]([F:28])([F:27])[F:26])[CH:16]=2)[CH3:14])[C@H:7]1[C:29]1[CH:34]=[CH:33][CH:32]=[CH:31][CH:30]=1)[OH:5])[CH:2]=C.[BH4-].[Na+].[Cl-].[NH4+].ClCCl.C[OH:43], predict the reaction product. The product is: [F:22][C:21]([F:24])([F:23])[C:19]1[CH:20]=[C:15]([C@H:13]([O:12][C@@H:8]2[C@@H:7]([C:29]3[CH:30]=[CH:31][CH:32]=[CH:33][CH:34]=3)[C@H:6]([C@H:4]([OH:5])[CH2:1][CH2:2][OH:43])[CH2:11][CH2:10][O:9]2)[CH3:14])[CH:16]=[C:17]([C:25]([F:28])([F:27])[F:26])[CH:18]=1. (2) Given the reactants [NH2:1][C:2]1[C:3]([C:18]([O:20][CH2:21][CH3:22])=[O:19])=[N:4][C:5]([C:8]2[CH2:17][CH2:16][C:11]3([O:15][CH2:14][CH2:13][O:12]3)[CH2:10][CH:9]=2)=[CH:6][CH:7]=1.N#N, predict the reaction product. The product is: [NH2:1][C:2]1[C:3]([C:18]([O:20][CH2:21][CH3:22])=[O:19])=[N:4][C:5]([CH:8]2[CH2:9][CH2:10][C:11]3([O:15][CH2:14][CH2:13][O:12]3)[CH2:16][CH2:17]2)=[CH:6][CH:7]=1. (3) Given the reactants [CH3:1][O:2][C:3]1[CH:4]=[C:5]([C:11]2[O:15][N:14]=[C:13]([C:16]3[CH:17]=[CH:18][CH:19]=[C:20]4[C:24]=3[NH:23][CH:22]=[C:21]4[CH2:25][CH2:26][C:27]([O:29]CC)=[O:28])[N:12]=2)[CH:6]=[CH:7][C:8]=1[O:9][CH3:10].[OH-].[Na+], predict the reaction product. The product is: [CH3:1][O:2][C:3]1[CH:4]=[C:5]([C:11]2[O:15][N:14]=[C:13]([C:16]3[CH:17]=[CH:18][CH:19]=[C:20]4[C:24]=3[NH:23][CH:22]=[C:21]4[CH2:25][CH2:26][C:27]([OH:29])=[O:28])[N:12]=2)[CH:6]=[CH:7][C:8]=1[O:9][CH3:10]. (4) Given the reactants [Cl:1][C:2]1[CH:3]=[C:4]([CH:25]=[CH:26][CH:27]=1)[CH2:5][N:6]1[C:10]([C:11]([OH:13])=[O:12])=[CH:9][C:8]2[S:14][C:15]([C:17]#[C:18][C:19]3[CH:24]=[CH:23][CH:22]=[CH:21][CH:20]=3)=[CH:16][C:7]1=2.C(OC(C1N(CC2C=CC=C(Cl)C=2)C2C=C(Br)SC=2C=1)=O)C.C1(C#C[Sn](C)(C)C)CCCCC=1, predict the reaction product. The product is: [Cl:1][C:2]1[CH:3]=[C:4]([CH:25]=[CH:26][CH:27]=1)[CH2:5][N:6]1[C:10]([C:11]([OH:13])=[O:12])=[CH:9][C:8]2[S:14][C:15]([C:17]#[C:18][C:19]3[CH2:24][CH2:23][CH2:22][CH2:21][CH:20]=3)=[CH:16][C:7]1=2.